From a dataset of Catalyst prediction with 721,799 reactions and 888 catalyst types from USPTO. Predict which catalyst facilitates the given reaction. Reactant: [CH3:1][C:2]([CH3:17])([CH3:16])[C:3]([NH:5][CH2:6][CH2:7][C:8]1[CH:15]=[CH:14][C:11]([C:12]#[N:13])=[CH:10][CH:9]=1)=[O:4]. Product: [CH3:1][C:2]([CH3:17])([CH3:16])[C:3]([NH:5][CH2:6][CH2:7][C:8]1[CH:9]=[CH:10][C:11]([CH2:12][NH2:13])=[CH:14][CH:15]=1)=[O:4]. The catalyst class is: 750.